This data is from Full USPTO retrosynthesis dataset with 1.9M reactions from patents (1976-2016). The task is: Predict the reactants needed to synthesize the given product. (1) Given the product [CH2:4]([O:11][CH2:12][C:13]([NH:2][NH2:3])=[O:14])[C:5]1[CH:10]=[CH:9][CH:8]=[CH:7][CH:6]=1, predict the reactants needed to synthesize it. The reactants are: O.[NH2:2][NH2:3].[CH2:4]([O:11][CH2:12][C:13](Cl)=[O:14])[C:5]1[CH:10]=[CH:9][CH:8]=[CH:7][CH:6]=1. (2) Given the product [O:20]=[C:18]1[C:12]2[C:13](=[CH:14][CH:15]=[CH:16][CH:11]=2)[CH:26]([C:24]([O:23][CH3:22])=[O:25])[CH:1]([CH2:2][CH2:3][C:4]2[CH:9]=[CH:8][CH:7]=[CH:6][CH:5]=2)[O:10]1, predict the reactants needed to synthesize it. The reactants are: [CH:1](=[O:10])[CH2:2][CH2:3][C:4]1[CH:9]=[CH:8][CH:7]=[CH:6][CH:5]=1.[CH3:11][CH2:12][CH2:13][CH2:14][CH2:15][CH3:16].C[CH:18]([OH:20])C.C[CH2:22][O:23][C:24]([CH3:26])=[O:25]. (3) Given the product [Cl:1][C:2]1[CH:7]=[CH:6][C:5]([CH:8]([NH:32][C:29]2[CH:30]=[CH:31][C:26]3[O:25][N:24]=[C:23]([CH3:22])[C:27]=3[CH:28]=2)[C:9]2[C:10]([C:16]([O:18][CH2:19][CH3:20])=[O:17])=[N:11][N:12]([CH3:15])[C:13]=2[CH3:14])=[CH:4][CH:3]=1, predict the reactants needed to synthesize it. The reactants are: [Cl:1][C:2]1[CH:7]=[CH:6][C:5]([CH:8](O)[C:9]2[C:10]([C:16]([O:18][CH2:19][CH3:20])=[O:17])=[N:11][N:12]([CH3:15])[C:13]=2[CH3:14])=[CH:4][CH:3]=1.[CH3:22][C:23]1[C:27]2[CH:28]=[C:29]([NH2:32])[CH:30]=[CH:31][C:26]=2[O:25][N:24]=1.